This data is from Peptide-MHC class I binding affinity with 185,985 pairs from IEDB/IMGT. The task is: Regression. Given a peptide amino acid sequence and an MHC pseudo amino acid sequence, predict their binding affinity value. This is MHC class I binding data. (1) The peptide sequence is YGFSDPLTF. The MHC is HLA-A01:01 with pseudo-sequence HLA-A01:01. The binding affinity (normalized) is 0.0697. (2) The peptide sequence is DEYGPVFVE. The MHC is HLA-B15:17 with pseudo-sequence HLA-B15:17. The binding affinity (normalized) is 0.0847. (3) The peptide sequence is HKRNYVPCHI. The MHC is Mamu-B08 with pseudo-sequence Mamu-B08. The binding affinity (normalized) is 0.321. (4) The peptide sequence is STQWSLFFFV. The MHC is HLA-A68:02 with pseudo-sequence HLA-A68:02. The binding affinity (normalized) is 1.00. (5) The peptide sequence is YTPGPGIRY. The MHC is HLA-B08:01 with pseudo-sequence HLA-B08:01. The binding affinity (normalized) is 0. (6) The peptide sequence is ILMWNKQFIK. The MHC is HLA-A68:01 with pseudo-sequence HLA-A68:01. The binding affinity (normalized) is 0.461. (7) The peptide sequence is DYVPMEQPRP. The MHC is H-2-Kd with pseudo-sequence H-2-Kd. The binding affinity (normalized) is 0. (8) The peptide sequence is KCNPNLHYW. The MHC is HLA-A29:02 with pseudo-sequence HLA-A29:02. The binding affinity (normalized) is 0.0847.